This data is from Catalyst prediction with 721,799 reactions and 888 catalyst types from USPTO. The task is: Predict which catalyst facilitates the given reaction. Reactant: [CH:1]1([CH2:6][CH:7]([C:11]2[CH:16]=[CH:15][C:14]([S:17]([CH3:20])(=[O:19])=[O:18])=[CH:13][CH:12]=2)[C:8]([OH:10])=O)[CH2:5][CH2:4][CH2:3][CH2:2]1.C(Cl)(=O)C(Cl)=O.Cl.[NH2:28][C:29]1[S:30][C:31]([Cl:34])=[CH:32][N:33]=1.C(N(CC)CC)C. Product: [Cl:34][C:31]1[S:30][C:29]([NH:28][C:8](=[O:10])[CH:7]([C:11]2[CH:16]=[CH:15][C:14]([S:17]([CH3:20])(=[O:19])=[O:18])=[CH:13][CH:12]=2)[CH2:6][CH:1]2[CH2:2][CH2:3][CH2:4][CH2:5]2)=[N:33][CH:32]=1. The catalyst class is: 454.